Dataset: Forward reaction prediction with 1.9M reactions from USPTO patents (1976-2016). Task: Predict the product of the given reaction. (1) Given the reactants C(O[BH-](OC(=O)C)OC(=O)C)(=O)C.[Na+].[F:15][C:16]1[CH:17]=[C:18]([C@@H:23]([CH:27]2[CH2:32][CH2:31][N:30]([S:33]([CH3:36])(=[O:35])=[O:34])[CH2:29][CH2:28]2)[CH2:24][CH:25]=O)[CH:19]=[C:20]([F:22])[CH:21]=1.[C:37]([O:41][C:42](=[O:51])[NH:43][CH2:44][CH:45]1[CH2:50][CH2:49][NH:48][CH2:47][CH2:46]1)([CH3:40])([CH3:39])[CH3:38].C(OCC)C, predict the reaction product. The product is: [C:37]([O:41][C:42](=[O:51])[NH:43][CH2:44][CH:45]1[CH2:46][CH2:47][N:48]([CH2:25][CH2:24][C@@H:23]([C:18]2[CH:19]=[C:20]([F:22])[CH:21]=[C:16]([F:15])[CH:17]=2)[CH:27]2[CH2:28][CH2:29][N:30]([S:33]([CH3:36])(=[O:35])=[O:34])[CH2:31][CH2:32]2)[CH2:49][CH2:50]1)([CH3:40])([CH3:38])[CH3:39]. (2) Given the reactants [CH:1]12O[CH:6]1[CH2:5][CH2:4][CH2:3][C:2]2=[O:8].[CH2:9]([N:11]([CH2:21][CH3:22])[C:12]1[CH:20]=[CH:19][C:15]([C:16]([NH2:18])=[S:17])=[CH:14][CH:13]=1)[CH3:10], predict the reaction product. The product is: [CH2:21]([N:11]([CH2:9][CH3:10])[C:12]1[CH:20]=[CH:19][C:15]([C:16]2[S:17][C:1]3[CH:2]([OH:8])[CH2:3][CH2:4][CH2:5][C:6]=3[N:18]=2)=[CH:14][CH:13]=1)[CH3:22].